Dataset: Forward reaction prediction with 1.9M reactions from USPTO patents (1976-2016). Task: Predict the product of the given reaction. Given the reactants [NH2:1][C:2]1[C:7]([OH:8])=[C:6]([NH2:9])[N:5]=[C:4]([C:10]2[C:14]([CH3:15])=[C:13]([CH:16]3[CH2:18][CH2:17]3)[N:12]([CH2:19][C:20]3[C:25]([F:26])=[CH:24][C:23]([O:27][CH2:28][CH3:29])=[CH:22][C:21]=3[F:30])[N:11]=2)[N:3]=1.C(=O)([O-])[O-].[Cs+].[Cs+].Br[CH2:38][CH2:39][O:40][CH3:41], predict the reaction product. The product is: [CH:16]1([C:13]2[N:12]([CH2:19][C:20]3[C:21]([F:30])=[CH:22][C:23]([O:27][CH2:28][CH3:29])=[CH:24][C:25]=3[F:26])[N:11]=[C:10]([C:4]3[N:5]=[C:6]([NH2:9])[C:7]([O:8][CH2:38][CH2:39][O:40][CH3:41])=[C:2]([NH2:1])[N:3]=3)[C:14]=2[CH3:15])[CH2:18][CH2:17]1.